Dataset: CYP2D6 inhibition data for predicting drug metabolism from PubChem BioAssay. Task: Regression/Classification. Given a drug SMILES string, predict its absorption, distribution, metabolism, or excretion properties. Task type varies by dataset: regression for continuous measurements (e.g., permeability, clearance, half-life) or binary classification for categorical outcomes (e.g., BBB penetration, CYP inhibition). Dataset: cyp2d6_veith. (1) The drug is COC(=O)C/C=C\[C@@H](C)[C@@H](/C=N\OC[C@@H]1O[C@H](c2ccccc2)C=C[C@@H]1Oc1ccc(OC)cc1)OC. The result is 0 (non-inhibitor). (2) The molecule is COC(=O)N1CCC[C@@]2(CCN(C(c3ccccc3)c3ccccc3)C2)C1. The result is 1 (inhibitor). (3) The drug is C(=N/n1cnnc1)\c1cccn1-c1ccccc1. The result is 0 (non-inhibitor). (4) The molecule is Cc1ccc2cc3cc(C(=O)N4CCCCC4C)oc3nc2c1. The result is 0 (non-inhibitor). (5) The molecule is CC(C)Cc1nnc(NC(=O)c2ccc([N+](=O)[O-])cc2)s1. The result is 0 (non-inhibitor). (6) The compound is Cc1ccc(S(N)(=O)=O)cc1NC(=O)/C=C/c1cccs1. The result is 1 (inhibitor).